Task: Regression. Given a peptide amino acid sequence and an MHC pseudo amino acid sequence, predict their binding affinity value. This is MHC class I binding data.. Dataset: Peptide-MHC class I binding affinity with 185,985 pairs from IEDB/IMGT (1) The peptide sequence is CAEHGEHHIR. The MHC is Patr-A0101 with pseudo-sequence Patr-A0101. The binding affinity (normalized) is 0.159. (2) The peptide sequence is QIAILVTTV. The MHC is HLA-A02:03 with pseudo-sequence HLA-A02:03. The binding affinity (normalized) is 0.604. (3) The peptide sequence is ETDRWGLTK. The MHC is HLA-A03:01 with pseudo-sequence HLA-A03:01. The binding affinity (normalized) is 0.542. (4) The peptide sequence is LVKTESWIL. The MHC is HLA-B08:01 with pseudo-sequence HLA-B08:01. The binding affinity (normalized) is 0.302. (5) The peptide sequence is KEEYVDYMPV. The MHC is HLA-B40:01 with pseudo-sequence HLA-B40:01. The binding affinity (normalized) is 0.609.